This data is from Forward reaction prediction with 1.9M reactions from USPTO patents (1976-2016). The task is: Predict the product of the given reaction. (1) Given the reactants [CH2:1]([O:3][C:4]1[CH:26]=[CH:25][C:7]([C:8]([NH:10][CH2:11][CH2:12][NH:13][C:14]([C:16]2[C:17]([C:21]([F:24])([F:23])[F:22])=[N:18][NH:19][CH:20]=2)=[O:15])=[O:9])=[CH:6][CH:5]=1)[CH3:2].C(=O)(O)[O-].[Na+].Br[CH:33]1[CH2:37][CH2:36][CH2:35][CH2:34]1, predict the reaction product. The product is: [CH:33]1([N:19]2[CH:20]=[C:16]([C:14]([NH:13][CH2:12][CH2:11][NH:10][C:8](=[O:9])[C:7]3[CH:6]=[CH:5][C:4]([O:3][CH2:1][CH3:2])=[CH:26][CH:25]=3)=[O:15])[C:17]([C:21]([F:22])([F:23])[F:24])=[N:18]2)[CH2:37][CH2:36][CH2:35][CH2:34]1. (2) Given the reactants O1CCCC1.[NH2:6][C:7]1[C:12]([C:13]2[O:17][N:16]=[C:15]([CH2:18][C:19]3[CH:24]=[CH:23][C:22]([OH:25])=[CH:21][CH:20]=3)[CH:14]=2)=[CH:11][CH:10]=[C:9]([NH2:26])[N:8]=1.[OH-].[Na+].[Cl:29][C:30]1[CH:35]=[CH:34][N:33]=[C:32]([CH2:36]Cl)[CH:31]=1, predict the reaction product. The product is: [Cl:29][C:30]1[CH:35]=[CH:34][N:33]=[C:32]([CH2:36][O:25][C:22]2[CH:23]=[CH:24][C:19]([CH2:18][C:15]3[CH:14]=[C:13]([C:12]4[C:7]([NH2:6])=[N:8][C:9]([NH2:26])=[CH:10][CH:11]=4)[O:17][N:16]=3)=[CH:20][CH:21]=2)[CH:31]=1.